Dataset: Reaction yield outcomes from USPTO patents with 853,638 reactions. Task: Predict the reaction yield, written as a fraction of the theoretical maximum amount of product (1.0 means a 100% yield; for example, 0.34 means a 34% yield). (1) The yield is 0.948. The catalyst is C(#N)C. The reactants are [S-:1][C:2]#[N:3].[CH3:4][N:5]([C+:7]([N:9]([CH3:11])[CH3:10])Cl)[CH3:6].[CH3:12][N-:13][CH3:14].[Li+]. The product is [S-:1][C:2]#[N:3].[CH3:4][N:5]([CH3:6])[C:7](=[N+:13]([CH3:14])[CH3:12])[N:9]([CH3:11])[CH3:10]. (2) The reactants are [CH3:1][CH2:2][CH:3]([CH2:19][CH2:20][CH3:21])[CH2:4][CH2:5][C:6]1[CH:10]=[CH:9][S:8](=[SiH2:11])[C:7]=1[C:12]1[S:13][CH:14]=[CH:15][C:16]=1[CH2:17][CH3:18].[Li]CCCC.[Sn:27](Cl)([CH3:30])([CH3:29])[CH3:28]. The catalyst is C1COCC1.CCCCCC. The product is [CH3:28][Sn:27]([CH3:30])([CH3:29])[CH:20]([CH3:21])[CH2:19][CH:3]([CH2:2][CH3:1])[CH2:4][CH2:5][C:6]1[CH:10]=[CH:9][S:8](=[SiH2:11])[C:7]=1[C:12]1[S:13][C:14]([Sn:27]([CH3:30])([CH3:29])[CH3:28])=[CH:15][C:16]=1[CH2:17][CH3:18]. The yield is 0.920. (3) The reactants are Cl[C:2]1[N:7]=[C:6]([NH:8][C@H:9]([C:11]2[N:12]([C:23]3[CH:28]=[CH:27][CH:26]=[CH:25][CH:24]=3)[C:13](=[O:22])[C:14]3[C:19]([CH:20]=2)=[CH:18][CH:17]=[CH:16][C:15]=3[CH3:21])[CH3:10])[C:5]([Cl:29])=[CH:4][N:3]=1.O.[NH3:31]. No catalyst specified. The product is [NH2:31][C:2]1[N:7]=[C:6]([NH:8][C@H:9]([C:11]2[N:12]([C:23]3[CH:24]=[CH:25][CH:26]=[CH:27][CH:28]=3)[C:13](=[O:22])[C:14]3[C:19]([CH:20]=2)=[CH:18][CH:17]=[CH:16][C:15]=3[CH3:21])[CH3:10])[C:5]([Cl:29])=[CH:4][N:3]=1. The yield is 0.496.